This data is from Full USPTO retrosynthesis dataset with 1.9M reactions from patents (1976-2016). The task is: Predict the reactants needed to synthesize the given product. Given the product [C:1]([O:4][CH:5]1[CH2:10][CH2:9][N:8]([C:11]2[CH:19]=[CH:13][C:14]([Br:17])=[CH:15][CH:16]=2)[CH2:7][CH2:6]1)(=[O:3])[CH3:2], predict the reactants needed to synthesize it. The reactants are: [C:1]([O:4][CH:5]1[CH2:10][CH2:9][N:8]([C:11]2[CH:16]=[CH:15][C:14]([Br:17])=[CH:13]N=2)[CH2:7][CH2:6]1)(=[O:3])[CH3:2].Br[C:19]1C=CC(N2CCC(O)CC2)=CC=1.